From a dataset of Full USPTO retrosynthesis dataset with 1.9M reactions from patents (1976-2016). Predict the reactants needed to synthesize the given product. Given the product [C:2]([C:6]1[C:7]2[N:8]([N:14]=[C:15]([C:17]([F:19])([F:20])[F:18])[CH:16]=2)[C:9]([O:12][CH3:13])=[CH:10][CH:11]=1)(=[O:1])[CH2:3][CH2:4][CH3:5], predict the reactants needed to synthesize it. The reactants are: [OH:1][CH:2]([C:6]1[C:7]2[N:8]([N:14]=[C:15]([C:17]([F:20])([F:19])[F:18])[CH:16]=2)[C:9]([O:12][CH3:13])=[CH:10][CH:11]=1)[CH2:3][CH2:4][CH3:5].